Dataset: Reaction yield outcomes from USPTO patents with 853,638 reactions. Task: Predict the reaction yield, written as a fraction of the theoretical maximum amount of product (1.0 means a 100% yield; for example, 0.34 means a 34% yield). The reactants are [N+:1]([C:4]1[CH:12]=[C:11]2[C:7]([CH:8]=[CH:9][NH:10]2)=[CH:6][CH:5]=1)([O-:3])=[O:2].[C:13]([O-])([O-])=O.[K+].[K+].CI.O. The catalyst is CN(C=O)C. The product is [CH3:13][N:10]1[C:11]2[C:7](=[CH:6][CH:5]=[C:4]([N+:1]([O-:3])=[O:2])[CH:12]=2)[CH:8]=[CH:9]1. The yield is 0.980.